Dataset: Full USPTO retrosynthesis dataset with 1.9M reactions from patents (1976-2016). Task: Predict the reactants needed to synthesize the given product. (1) Given the product [CH2:1]([O:3][C:4](=[O:8])[C@H:5]([CH3:7])[N:6]=[CH:15][C:16]([CH3:19])([CH3:18])[CH3:17])[CH3:2], predict the reactants needed to synthesize it. The reactants are: [CH2:1]([O:3][C:4](=[O:8])[C@H:5]([CH3:7])[NH2:6])[CH3:2].[O-]S([O-])(=O)=O.[Mg+2].[CH:15](=O)[C:16]([CH3:19])([CH3:18])[CH3:17]. (2) Given the product [OH:42][NH:41][C:45]([C:47]1[S:51][C:50]2[CH:52]=[C:53]([NH:56][C:13](=[O:14])[CH:12]([NH:11][S:8]([C:5]3[CH:6]=[CH:7][C:2]([CH3:1])=[CH:3][CH:4]=3)(=[O:10])=[O:9])[C:16]3[CH:21]=[CH:20][CH:19]=[CH:18][CH:17]=3)[CH:54]=[CH:55][C:49]=2[CH:48]=1)=[O:46], predict the reactants needed to synthesize it. The reactants are: [CH3:1][C:2]1[CH:7]=[CH:6][C:5]([S:8]([NH:11][CH:12]([C:16]2[CH:21]=[CH:20][CH:19]=[CH:18][CH:17]=2)[C:13](O)=[O:14])(=[O:10])=[O:9])=[CH:4][CH:3]=1.CCN=C=NCCCN(C)C.C1C=CC2[N:41]([OH:42])N=NC=2C=1.CO[C:45]([C:47]1[S:51][C:50]2[CH:52]=[C:53]([NH2:56])[CH:54]=[CH:55][C:49]=2[CH:48]=1)=[O:46].NO. (3) Given the product [CH:1]1([CH:7]=[CH:8][C:9]2[C:10](=[O:24])[NH:11][C:12](=[O:23])[N:13]([CH:22]=2)[C@@H:14]2[O:21][C@H:18]([CH2:19][O:20][C:37]([C:46]3[CH:51]=[CH:50][CH:49]=[CH:48][CH:47]=3)([C:38]3[CH:43]=[CH:42][C:41]([O:44][CH3:45])=[CH:40][CH:39]=3)[C:36]3[CH:35]=[CH:34][C:33]([O:32][CH3:31])=[CH:54][CH:53]=3)[C@@H:16]([OH:17])[CH2:15]2)[CH2:6][CH2:5][CH2:4][CH2:3][CH2:2]1, predict the reactants needed to synthesize it. The reactants are: [CH:1]1([CH:7]=[CH:8][C:9]2[C:10](=[O:24])[NH:11][C:12](=[O:23])[N:13]([CH:22]=2)[C@@H:14]2[O:21][C@H:18]([CH2:19][OH:20])[C@@H:16]([OH:17])[CH2:15]2)[CH2:6][CH2:5][CH2:4][CH2:3][CH2:2]1.N1C=CC=CC=1.[CH3:31][O:32][C:33]1[CH:54]=[CH:53][C:36]([C:37](Cl)([C:46]2[CH:51]=[CH:50][CH:49]=[CH:48][CH:47]=2)[C:38]2[CH:43]=[CH:42][C:41]([O:44][CH3:45])=[CH:40][CH:39]=2)=[CH:35][CH:34]=1.C(N(CC)CC)C.